Dataset: Full USPTO retrosynthesis dataset with 1.9M reactions from patents (1976-2016). Task: Predict the reactants needed to synthesize the given product. (1) Given the product [N:14]1[CH:15]=[CH:16][CH:17]=[N:18][C:13]=1[C:6]1[CH:7]=[CH:8][C:3]([CH:1]=[O:2])=[CH:4][CH:5]=1, predict the reactants needed to synthesize it. The reactants are: [CH:1]([C:3]1[CH:8]=[CH:7][C:6](B(O)O)=[CH:5][CH:4]=1)=[O:2].Br[C:13]1[N:18]=[CH:17][CH:16]=[CH:15][N:14]=1.C(=O)([O-])[O-].[Na+].[Na+]. (2) Given the product [OH:8][C:9]1[CH:10]=[C:11]2[C:16](=[CH:17][C:18]=1[O:19][CH3:20])[N:15]=[CH:14][CH:13]=[CH:12]2, predict the reactants needed to synthesize it. The reactants are: C([O:8][C:9]1[CH:10]=[C:11]2[C:16](=[CH:17][C:18]=1[O:19][CH3:20])[N:15]=[CH:14][CH:13]=[C:12]2Cl)C1C=CC=CC=1.